From a dataset of Forward reaction prediction with 1.9M reactions from USPTO patents (1976-2016). Predict the product of the given reaction. (1) Given the reactants [CH2:1]([N:3]1[CH:7]=[C:6]([C:8]2[CH:13]=[CH:12][CH:11]=[C:10]([N+:14]([O-])=[O:15])[CH:9]=2)[C:5]([C:17]2[CH:22]=[CH:21][N:20]=[CH:19][CH:18]=2)=[N:4]1)[CH3:2].NN, predict the reaction product. The product is: [CH2:1]([N:3]1[CH:7]=[C:6]([C:8]2[CH:9]=[C:10]([NH:14][OH:15])[CH:11]=[CH:12][CH:13]=2)[C:5]([C:17]2[CH:18]=[CH:19][N:20]=[CH:21][CH:22]=2)=[N:4]1)[CH3:2]. (2) Given the reactants [NH2:1][N:2]1[CH:6]=[CH:5][C:4]([Br:7])=[C:3]1[C:8]([NH:10][C:11]1[CH:16]=[C:15]([F:17])[CH:14]=[C:13]([F:18])[CH:12]=1)=[O:9].[C:19]([O:23][CH2:24][C@H:25]([NH:29][C:30]([O:32][C:33]([CH3:36])([CH3:35])[CH3:34])=[O:31])[C:26](O)=[O:27])([CH3:22])([CH3:21])[CH3:20], predict the reaction product. The product is: [Br:7][C:4]1[CH:5]=[CH:6][N:2]([NH:1][C:26](=[O:27])[C@@H:25]([NH:29][C:30](=[O:31])[O:32][C:33]([CH3:36])([CH3:35])[CH3:34])[CH2:24][O:23][C:19]([CH3:22])([CH3:21])[CH3:20])[C:3]=1[C:8](=[O:9])[NH:10][C:11]1[CH:16]=[C:15]([F:17])[CH:14]=[C:13]([F:18])[CH:12]=1. (3) Given the reactants [CH:1]1[C:13]2[N:12]([CH2:14][CH:15]([OH:24])[CH2:16][NH:17][CH2:18][C:19]3[O:20][CH:21]=[CH:22][CH:23]=3)[C:11]3[C:6](=[CH:7][CH:8]=[CH:9][CH:10]=3)[C:5]=2[CH:4]=[CH:3][CH:2]=1.N1C=CN=C1.[Si:30](Cl)([C:33]([CH3:36])([CH3:35])[CH3:34])([CH3:32])[CH3:31], predict the reaction product. The product is: [Si:30]([O:24][CH:15]([CH2:14][N:12]1[C:11]2[CH:10]=[CH:9][CH:8]=[CH:7][C:6]=2[C:5]2[C:13]1=[CH:1][CH:2]=[CH:3][CH:4]=2)[CH2:16][NH:17][CH2:18][C:19]1[O:20][CH:21]=[CH:22][CH:23]=1)([C:33]([CH3:36])([CH3:35])[CH3:34])([CH3:32])[CH3:31]. (4) Given the reactants [OH:1][N:2]=[C:3]([C:32]1[CH:37]=[CH:36][CH:35]=[CH:34][CH:33]=1)[C:4]1[CH:31]=[CH:30][C:7]2[N:8]([CH2:12][CH2:13][O:14][C:15]3[CH:29]=[CH:28][C:18]([O:19][C:20]([CH3:27])([CH3:26])[C:21]([O:23]CC)=[O:22])=[CH:17][CH:16]=3)[C:9](=[O:11])[S:10][C:6]=2[CH:5]=1.[OH-].[K+].Cl, predict the reaction product. The product is: [OH:1][N:2]=[C:3]([C:32]1[CH:37]=[CH:36][CH:35]=[CH:34][CH:33]=1)[C:4]1[CH:31]=[CH:30][C:7]2[N:8]([CH2:12][CH2:13][O:14][C:15]3[CH:29]=[CH:28][C:18]([O:19][C:20]([CH3:27])([CH3:26])[C:21]([OH:23])=[O:22])=[CH:17][CH:16]=3)[C:9](=[O:11])[S:10][C:6]=2[CH:5]=1. (5) Given the reactants [C:1]([O:5][C:6]([NH:8][CH2:9][C:10]1[CH:11]=[C:12]([NH:20][C:21]([CH:23]2[CH2:32][C:31]3[CH:30]=[C:29]([O:33][C:34]4[CH:39]=[CH:38][N:37]=[C:36]([C:40](OC)=[O:41])[CH:35]=4)[CH:28]=[CH:27][C:26]=3[CH2:25][CH2:24]2)=[O:22])[CH:13]=[C:14]([C:16]([F:19])([F:18])[F:17])[CH:15]=1)=[O:7])([CH3:4])([CH3:3])[CH3:2].[BH4-].[Na+].O, predict the reaction product. The product is: [OH:41][CH2:40][C:36]1[CH:35]=[C:34]([O:33][C:29]2[CH:30]=[C:31]3[C:26]([CH2:25][CH2:24][CH:23]([C:21]([NH:20][C:12]4[CH:11]=[C:10]([CH:15]=[C:14]([C:16]([F:19])([F:17])[F:18])[CH:13]=4)[CH2:9][NH:8][C:6](=[O:7])[O:5][C:1]([CH3:4])([CH3:3])[CH3:2])=[O:22])[CH2:32]3)=[CH:27][CH:28]=2)[CH:39]=[CH:38][N:37]=1.